From a dataset of Catalyst prediction with 721,799 reactions and 888 catalyst types from USPTO. Predict which catalyst facilitates the given reaction. (1) Reactant: [CH3:1][N:2]([CH3:12])[C:3]1[CH:11]=[CH:10][C:6]([C:7]([OH:9])=O)=[CH:5][CH:4]=1.ClC(N(C)C)=C(C)C.[Br:21][C:22]1[C:23]([CH3:29])=[C:24]([CH:26]=[CH:27][CH:28]=1)[NH2:25].CCN(C(C)C)C(C)C. Product: [Br:21][C:22]1[C:23]([CH3:29])=[C:24]([NH:25][C:7](=[O:9])[C:6]2[CH:5]=[CH:4][C:3]([N:2]([CH3:1])[CH3:12])=[CH:11][CH:10]=2)[CH:26]=[CH:27][CH:28]=1. The catalyst class is: 326. (2) Reactant: [Si:1]([O:8][CH2:9][C:10]1([CH3:38])[S:16][CH2:15][CH2:14][N:13]2[C:17]([C:20]3([C:23]4[CH:28]=[CH:27][C:26](B5OC(C)(C)C(C)(C)O5)=[CH:25][CH:24]=4)[CH2:22][CH2:21]3)=[N:18][N:19]=[C:12]2[CH2:11]1)([C:4]([CH3:7])([CH3:6])[CH3:5])([CH3:3])[CH3:2].Br[C:40]1[C:41]([CH3:46])=[N:42][CH:43]=[CH:44][CH:45]=1.C(=O)([O-])[O-].[K+].[K+]. Product: [Si:1]([O:8][CH2:9][C:10]1([CH3:38])[S:16][CH2:15][CH2:14][N:13]2[C:17]([C:20]3([C:23]4[CH:28]=[CH:27][C:26]([C:40]5[C:41]([CH3:46])=[N:42][CH:43]=[CH:44][CH:45]=5)=[CH:25][CH:24]=4)[CH2:22][CH2:21]3)=[N:18][N:19]=[C:12]2[CH2:11]1)([C:4]([CH3:5])([CH3:6])[CH3:7])([CH3:2])[CH3:3]. The catalyst class is: 437. (3) Reactant: [CH3:1][C:2]1[CH:3]([C:13]([O:15][CH2:16][CH3:17])=[O:14])[C:4]2([CH2:9][C:10](=[O:12])[CH:11]=1)[CH2:8][CH2:7][CH2:6][CH2:5]2.[Cl-].[Cl-].[Cl-].[Ce+3].[BH4-].[Na+].Cl. Product: [OH:12][C@H:10]1[CH2:9][C:4]2([CH2:5][CH2:6][CH2:7][CH2:8]2)[C@@H:3]([C:13]([O:15][CH2:16][CH3:17])=[O:14])[C:2]([CH3:1])=[CH:11]1.[OH:12][C@@H:10]1[CH2:9][C:4]2([CH2:5][CH2:6][CH2:7][CH2:8]2)[C@@H:3]([C:13]([O:15][CH2:16][CH3:17])=[O:14])[C:2]([CH3:1])=[CH:11]1. The catalyst class is: 5.